Task: Regression. Given two drug SMILES strings and cell line genomic features, predict the synergy score measuring deviation from expected non-interaction effect.. Dataset: NCI-60 drug combinations with 297,098 pairs across 59 cell lines (1) Cell line: HCC-2998. Synergy scores: CSS=49.0, Synergy_ZIP=-5.71, Synergy_Bliss=-8.96, Synergy_Loewe=-23.6, Synergy_HSA=-9.92. Drug 2: C1=CC(=CC=C1CC(C(=O)O)N)N(CCCl)CCCl.Cl. Drug 1: CCC1=CC2CC(C3=C(CN(C2)C1)C4=CC=CC=C4N3)(C5=C(C=C6C(=C5)C78CCN9C7C(C=CC9)(C(C(C8N6C)(C(=O)OC)O)OC(=O)C)CC)OC)C(=O)OC.C(C(C(=O)O)O)(C(=O)O)O. (2) Drug 1: C#CCC(CC1=CN=C2C(=N1)C(=NC(=N2)N)N)C3=CC=C(C=C3)C(=O)NC(CCC(=O)O)C(=O)O. Drug 2: CN(CCCl)CCCl.Cl. Cell line: OVCAR3. Synergy scores: CSS=13.8, Synergy_ZIP=-0.626, Synergy_Bliss=2.59, Synergy_Loewe=0.789, Synergy_HSA=-2.06.